This data is from Reaction yield outcomes from USPTO patents with 853,638 reactions. The task is: Predict the reaction yield, written as a fraction of the theoretical maximum amount of product (1.0 means a 100% yield; for example, 0.34 means a 34% yield). (1) The reactants are C(OC([N:8]1[CH2:12][CH:11]([O:13][CH3:14])[CH:10]([N:15]2[CH:19]=[N:18][N:17]=[C:16]2[C:20]2[C:25]([NH:26][S:27]([C:30]3[CH:35]=[CH:34][C:33]([Cl:36])=[C:32]([C:37]([F:40])([F:39])[F:38])[CH:31]=3)(=[O:29])=[O:28])=[CH:24][C:23]([Cl:41])=[CH:22][N:21]=2)[CH2:9]1)=O)(C)(C)C.C(O)(C(F)(F)F)=O.C(Cl)Cl. No catalyst specified. The product is [Cl:36][C:33]1[CH:34]=[CH:35][C:30]([S:27]([NH:26][C:25]2[C:20]([C:16]3[N:15]([CH:10]4[CH:11]([O:13][CH3:14])[CH2:12][NH:8][CH2:9]4)[CH:19]=[N:18][N:17]=3)=[N:21][CH:22]=[C:23]([Cl:41])[CH:24]=2)(=[O:29])=[O:28])=[CH:31][C:32]=1[C:37]([F:39])([F:40])[F:38]. The yield is 1.00. (2) The reactants are I[C:2]1[CH:3]=[N:4][NH:5][CH:6]=1.C([Li])CCC.[F:12][C:13]1([F:20])[CH2:18][CH2:17][C:16](=[O:19])[CH2:15][CH2:14]1. The catalyst is C1COCC1. The product is [F:12][C:13]1([F:20])[CH2:18][CH2:17][C:16]([C:2]2[CH:3]=[N:4][NH:5][CH:6]=2)([OH:19])[CH2:15][CH2:14]1. The yield is 0.550. (3) The yield is 0.228. The product is [F:1][C:2]1[CH:3]=[C:4]2[C:9](=[CH:10][CH:11]=1)[N:8]=[C:7]([C:12]1[CH:13]=[CH:14][C:15]([F:18])=[CH:16][CH:17]=1)[N:6]=[C:5]2[C:19]([N:28]1[CH2:27][CH2:26][C:25]2[C:30](=[CH:31][CH:32]=[CH:33][C:24]=2[OH:23])[CH2:29]1)=[O:20]. The reactants are [F:1][C:2]1[CH:3]=[C:4]2[C:9](=[CH:10][CH:11]=1)[N:8]=[C:7]([C:12]1[CH:17]=[CH:16][C:15]([F:18])=[CH:14][CH:13]=1)[N:6]=[C:5]2[C:19](O)=[O:20].Cl.[OH:23][C:24]1[CH:33]=[CH:32][CH:31]=[C:30]2[C:25]=1[CH2:26][CH2:27][NH:28][CH2:29]2. No catalyst specified. (4) The reactants are [Br:1][C:2]1[S:3][CH:4]=[C:5]([C:7]([OH:9])=O)[N:6]=1.[CH3:10][S:11]([NH2:14])(=[O:13])=[O:12].N12CCCN=C1CCCCC2. The catalyst is O1CCCC1. The product is [Br:1][C:2]1[S:3][CH:4]=[C:5]([C:7]([NH:14][S:11]([CH3:10])(=[O:13])=[O:12])=[O:9])[N:6]=1. The yield is 0.890.